Dataset: Ames mutagenicity test results for genotoxicity prediction. Task: Regression/Classification. Given a drug SMILES string, predict its toxicity properties. Task type varies by dataset: regression for continuous values (e.g., LD50, hERG inhibition percentage) or binary classification for toxic/non-toxic outcomes (e.g., AMES mutagenicity, cardiotoxicity, hepatotoxicity). Dataset: ames. (1) The drug is NCC(=O)Nc1ccccc1. The result is 1 (mutagenic). (2) The molecule is CN(C)c1[nH]cnc2ncnc1-2. The result is 1 (mutagenic). (3) The molecule is CNc1ccc(N=Nc2ccc3ncsc3c2)cc1. The result is 1 (mutagenic). (4) The drug is Cc1cc(O)ccc1Cl. The result is 0 (non-mutagenic). (5) The compound is COc1ccc2c3c([nH]c2c1)C(C)=NCC3. The result is 0 (non-mutagenic).